This data is from Full USPTO retrosynthesis dataset with 1.9M reactions from patents (1976-2016). The task is: Predict the reactants needed to synthesize the given product. (1) Given the product [Cl:24][C:20]1[CH:19]=[C:18]([CH:23]=[CH:22][CH:21]=1)[CH2:17][N:16]1[CH:27]=[CH:26][N:13]2[CH:12]=[C:11]([CH2:32][C:33]([O:35][CH3:36])=[O:34])[C:10](=[O:37])[C:9]([OH:8])=[C:14]2[C:15]1=[O:25], predict the reactants needed to synthesize it. The reactants are: C([O:8][C:9]1[C:10](=[O:37])[C:11]([CH2:32][C:33]([O:35][CH3:36])=[O:34])=[CH:12][N:13]([CH2:26][CH:27](OC)OC)[C:14]=1[C:15](=[O:25])[NH:16][CH2:17][C:18]1[CH:23]=[CH:22][CH:21]=[C:20]([Cl:24])[CH:19]=1)C1C=CC=CC=1. (2) Given the product [C:14]1(=[O:15])[NH:10][C:11](=[O:20])[C:12]2=[CH:19][CH:18]=[CH:17][CH:16]=[C:13]12, predict the reactants needed to synthesize it. The reactants are: N1C=CC=C(CO)C=1.O[N:10]1[C:14](=[O:15])[C:13]2=[CH:16][CH:17]=[CH:18][CH:19]=[C:12]2[C:11]1=[O:20]. (3) Given the product [Cl:11][C:12]1[N:13]=[C:14]([NH:5][CH2:4][C:3]2[CH:6]=[CH:7][C:8]([Cl:10])=[CH:9][C:2]=2[Cl:1])[C:15]2[CH:21]=[CH:20][CH:19]=[N:18][C:16]=2[N:17]=1, predict the reactants needed to synthesize it. The reactants are: [Cl:1][C:2]1[CH:9]=[C:8]([Cl:10])[CH:7]=[CH:6][C:3]=1[CH2:4][NH2:5].[Cl:11][C:12]1[N:13]=[C:14](Cl)[C:15]2[CH:21]=[CH:20][CH:19]=[N:18][C:16]=2[N:17]=1.C(N(CC)C(C)C)(C)C. (4) Given the product [CH:24]([C:9]1[C:10]2[O:14][C:13]([CH3:15])([CH3:16])[CH2:12][C:11]=2[C:17]([CH3:18])=[C:7]([NH:6][C:4](=[O:5])[CH2:3][C:2]([CH3:21])([CH3:20])[CH3:1])[C:8]=1[CH3:19])=[O:25], predict the reactants needed to synthesize it. The reactants are: [CH3:1][C:2]([CH3:21])([CH3:20])[CH2:3][C:4]([NH:6][C:7]1[C:8]([CH3:19])=[CH:9][C:10]2[O:14][C:13]([CH3:16])([CH3:15])[CH2:12][C:11]=2[C:17]=1[CH3:18])=[O:5].C1C[O:25][CH2:24]C1.CCCCCC. (5) Given the product [N:16]1([C:21]2[CH:22]=[C:23]([NH:27][C:11]([C:9]3[CH2:8][CH2:7][O:6][C:5]4[CH:14]=[CH:15][C:2]([F:1])=[CH:3][C:4]=4[CH:10]=3)=[O:13])[CH:24]=[CH:25][CH:26]=2)[CH:20]=[N:19][CH:18]=[N:17]1, predict the reactants needed to synthesize it. The reactants are: [F:1][C:2]1[CH:15]=[CH:14][C:5]2[O:6][CH2:7][CH2:8][C:9]([C:11]([OH:13])=O)=[CH:10][C:4]=2[CH:3]=1.[N:16]1([C:21]2[CH:22]=[C:23]([NH2:27])[CH:24]=[CH:25][CH:26]=2)[CH:20]=[N:19][CH:18]=[N:17]1.Cl.C(N=C=NCCCN(C)C)C.